Dataset: Full USPTO retrosynthesis dataset with 1.9M reactions from patents (1976-2016). Task: Predict the reactants needed to synthesize the given product. Given the product [CH2:23]([O:25][CH:26]([O:27][CH2:28][CH3:29])[N:5]1[C:4]2[CH:9]=[CH:10][C:11]([C:13]3[CH:14]=[C:15]([CH:18]=[C:19]([F:21])[CH:20]=3)[C:16]#[N:17])=[CH:12][C:3]=2[C:2]([CH3:22])([CH3:1])[O:7][C:6]1=[O:8])[CH3:24], predict the reactants needed to synthesize it. The reactants are: [CH3:1][C:2]1([CH3:22])[O:7][C:6](=[O:8])[NH:5][C:4]2[CH:9]=[CH:10][C:11]([C:13]3[CH:14]=[C:15]([CH:18]=[C:19]([F:21])[CH:20]=3)[C:16]#[N:17])=[CH:12][C:3]1=2.[CH2:23]([O:25][CH:26](OCC)[O:27][CH2:28][CH3:29])[CH3:24].